From a dataset of Catalyst prediction with 721,799 reactions and 888 catalyst types from USPTO. Predict which catalyst facilitates the given reaction. (1) Reactant: CC(NC(C)C)C.[Li]CCCC.[Br:13][C:14]1[CH:15]=[C:16]2[C:21](=[CH:22][CH:23]=1)[N:20]=[C:19]([Cl:24])[CH:18]=[C:17]2[Cl:25].CN(C)[CH:28]=[O:29]. Product: [Br:13][C:14]1[CH:15]=[C:16]2[C:21](=[CH:22][CH:23]=1)[N:20]=[C:19]([Cl:24])[C:18]([CH:28]=[O:29])=[C:17]2[Cl:25]. The catalyst class is: 1. (2) Reactant: [F:1][C:2]1[CH:32]=[CH:31][C:5]([C:6]([N:8]2[CH2:11][C:10]([CH2:17][O:18][C:19]3[CH:28]=[CH:27][C:26]4[C:21](=[CH:22][CH:23]=[C:24]([O:29][CH3:30])[CH:25]=4)[CH:20]=3)([C:12]([O:14]CC)=[O:13])[CH2:9]2)=[O:7])=[CH:4][CH:3]=1.C[Si](C)(C)[O-].[Na+].O.P(=O)(O)(O)O. Product: [F:1][C:2]1[CH:32]=[CH:31][C:5]([C:6]([N:8]2[CH2:9][C:10]([CH2:17][O:18][C:19]3[CH:28]=[CH:27][C:26]4[C:21](=[CH:22][CH:23]=[C:24]([O:29][CH3:30])[CH:25]=4)[CH:20]=3)([C:12]([OH:14])=[O:13])[CH2:11]2)=[O:7])=[CH:4][CH:3]=1. The catalyst class is: 10.